From a dataset of Forward reaction prediction with 1.9M reactions from USPTO patents (1976-2016). Predict the product of the given reaction. (1) Given the reactants [CH:1]1([C:4](=[O:11])[CH2:5][C:6]([O:8][CH2:9][CH3:10])=[O:7])[CH2:3][CH2:2]1.C(O)[C:13]1[CH:18]=[CH:17]C=[CH:15][CH:14]=1.O(Cl)[Li], predict the reaction product. The product is: [CH:1]1([C:4](=[O:11])[CH2:5][C:6]([O:8][CH2:9][C:10]2[CH:17]=[CH:18][CH:13]=[CH:14][CH:15]=2)=[O:7])[CH2:3][CH2:2]1. (2) Given the reactants [CH:1]([C:4]1[O:8][N:7]=[C:6]([C:9]2[CH:14]=[CH:13][CH:12]=[C:11]([N+:15]([O-])=O)[CH:10]=2)[N:5]=1)([CH3:3])[CH3:2].[Cl-].[NH4+], predict the reaction product. The product is: [CH:1]([C:4]1[O:8][N:7]=[C:6]([C:9]2[CH:10]=[C:11]([CH:12]=[CH:13][CH:14]=2)[NH2:15])[N:5]=1)([CH3:3])[CH3:2]. (3) Given the reactants C(OC([N:8]1[CH2:13][CH2:12][CH:11]([N:14]2[CH2:19][CH2:18][N:17]([CH2:20][CH:21]([OH:34])[C:22]3[CH:31]=[CH:30][CH:29]=[C:28]4[C:23]=3[CH:24]=[C:25]([O:32][CH3:33])[CH:26]=[N:27]4)[CH2:16][CH2:15]2)[CH2:10][CH2:9]1)=O)(C)(C)C, predict the reaction product. The product is: [CH3:33][O:32][C:25]1[CH:26]=[N:27][C:28]2[C:23]([CH:24]=1)=[C:22]([CH:21]([OH:34])[CH2:20][N:17]1[CH2:18][CH2:19][N:14]([CH:11]3[CH2:12][CH2:13][NH:8][CH2:9][CH2:10]3)[CH2:15][CH2:16]1)[CH:31]=[CH:30][CH:29]=2. (4) Given the reactants [N:1]1([C:6]2[CH:11]=[CH:10][C:9]([S:12][C:13]3[CH:18]=[CH:17][N:16]=[C:15](Cl)[N:14]=3)=[CH:8][CH:7]=2)[CH:5]=[N:4][N:3]=[N:2]1.[O:20]1[CH2:25][CH2:24][N:23]([C:26]2[CH:32]=[CH:31][C:29]([NH2:30])=[CH:28][CH:27]=2)[CH2:22][CH2:21]1, predict the reaction product. The product is: [N:1]1([C:6]2[CH:11]=[CH:10][C:9]([S:12][C:13]3[CH:18]=[CH:17][N:16]=[C:15]([NH:30][C:29]4[CH:28]=[CH:27][C:26]([N:23]5[CH2:24][CH2:25][O:20][CH2:21][CH2:22]5)=[CH:32][CH:31]=4)[N:14]=3)=[CH:8][CH:7]=2)[CH:5]=[N:4][N:3]=[N:2]1. (5) Given the reactants [CH3:1][O:2][C:3]1[CH:4]=[C:5]([CH2:11][CH2:12][NH2:13])[CH:6]=[CH:7][C:8]=1[O:9][CH3:10].[CH3:14][O:15][C:16]1[CH:17]=[C:18]([CH2:22][C:23](Cl)=[O:24])[CH:19]=[CH:20][CH:21]=1, predict the reaction product. The product is: [CH3:1][O:2][C:3]1[CH:4]=[C:5]([CH2:11][CH2:12][NH:13][C:23](=[O:24])[CH2:22][C:18]2[CH:19]=[CH:20][CH:21]=[C:16]([O:15][CH3:14])[CH:17]=2)[CH:6]=[CH:7][C:8]=1[O:9][CH3:10]. (6) Given the reactants Br[C:2]1[C:3]([CH3:21])=[C:4]([C:11]2[CH:16]=[CH:15][CH:14]=[C:13]([C:17]([F:20])([F:19])[F:18])[CH:12]=2)[C:5]2[N:6]([CH:8]=[CH:9][N:10]=2)[CH:7]=1.C([Sn](CCCC)(CCCC)[C:27]1[N:31]([C:32]2[CH:39]=[CH:38][C:35]([C:36]#[N:37])=[CH:34][CH:33]=2)[N:30]=[CH:29][CH:28]=1)CCC, predict the reaction product. The product is: [CH3:21][C:3]1[C:2]([C:27]2[N:31]([C:32]3[CH:39]=[CH:38][C:35]([C:36]#[N:37])=[CH:34][CH:33]=3)[N:30]=[CH:29][CH:28]=2)=[CH:7][N:6]2[CH:8]=[CH:9][N:10]=[C:5]2[C:4]=1[C:11]1[CH:16]=[CH:15][CH:14]=[C:13]([C:17]([F:20])([F:19])[F:18])[CH:12]=1. (7) Given the reactants Cl.Cl[C:3]1[N:8]2[N:9]=[C:10]([CH:12]3[CH2:17][CH2:16][N:15]([CH:18]([CH3:20])[CH3:19])[CH2:14][CH2:13]3)[N:11]=[C:7]2[CH:6]=[C:5]([C:21]2[CH:26]=[CH:25][C:24]([Cl:27])=[CH:23][C:22]=2[Cl:28])[N:4]=1.Cl.[NH2:30][C:31]1[C:36]([C:37](=[O:40])[CH2:38][CH3:39])=[CH:35][CH:34]=[C:33]([NH:41][CH2:42][CH2:43][NH2:44])[N:32]=1.C(N(CC)C(C)C)(C)C, predict the reaction product. The product is: [NH2:30][C:31]1[C:36]([C:37](=[O:40])[CH2:38][CH3:39])=[CH:35][CH:34]=[C:33]([NH:41][CH2:42][CH2:43][NH:44][C:3]2[N:8]3[N:9]=[C:10]([CH:12]4[CH2:13][CH2:14][N:15]([CH:18]([CH3:20])[CH3:19])[CH2:16][CH2:17]4)[N:11]=[C:7]3[CH:6]=[C:5]([C:21]3[CH:26]=[CH:25][C:24]([Cl:27])=[CH:23][C:22]=3[Cl:28])[N:4]=2)[N:32]=1.